From a dataset of Catalyst prediction with 721,799 reactions and 888 catalyst types from USPTO. Predict which catalyst facilitates the given reaction. (1) Reactant: [CH2:1]([O:8][C:9]([NH:11][C@@H:12]([CH2:16][CH2:17][CH2:18][CH2:19][NH:20][C:21]([O:23][C:24]([CH3:27])([CH3:26])[CH3:25])=[O:22])[C:13]([OH:15])=O)=[O:10])[C:2]1[CH:7]=[CH:6][CH:5]=[CH:4][CH:3]=1.C1CCC(N=C=NC2CCCCC2)CC1.[F:43][C:44]1[CH:53]=[CH:52][C:47]([C:48](=[N:50]O)[NH2:49])=[CH:46][CH:45]=1. Product: [CH2:1]([O:8][C:9]([NH:11][C@H:12]([C:13]1[O:15][N:50]=[C:48]([C:47]2[CH:52]=[CH:53][C:44]([F:43])=[CH:45][CH:46]=2)[N:49]=1)[CH2:16][CH2:17][CH2:18][CH2:19][NH:20][C:21](=[O:22])[O:23][C:24]([CH3:27])([CH3:26])[CH3:25])=[O:10])[C:2]1[CH:3]=[CH:4][CH:5]=[CH:6][CH:7]=1. The catalyst class is: 272. (2) Reactant: [NH2:1][C@H:2]1[CH2:7][CH2:6][CH2:5][CH2:4][C@H:3]1[NH:8][C:9]1[N:14]=[C:13]([NH:15][C:16]2[CH:30]=[CH:29][C:19]([O:20][CH2:21][C:22]([O:24]C(C)(C)C)=[O:23])=[CH:18][CH:17]=2)[C:12]([C:31](=[O:33])[NH2:32])=[CH:11][N:10]=1. Product: [NH2:1][C@H:2]1[CH2:7][CH2:6][CH2:5][CH2:4][C@H:3]1[NH:8][C:9]1[N:14]=[C:13]([NH:15][C:16]2[CH:30]=[CH:29][C:19]([O:20][CH2:21][C:22]([OH:24])=[O:23])=[CH:18][CH:17]=2)[C:12]([C:31](=[O:33])[NH2:32])=[CH:11][N:10]=1. The catalyst class is: 67. (3) Reactant: [CH2:1]([O:8][C:9](=[O:32])[C@@H:10]([NH:28][C:29](=[O:31])[CH3:30])[CH2:11][NH:12][C:13]([C@@H:15]1[CH2:20][CH2:19][CH2:18][N:17](C(OC(C)(C)C)=O)[CH2:16]1)=[O:14])[C:2]1[CH:7]=[CH:6][CH:5]=[CH:4][CH:3]=1.[ClH:33]. Product: [ClH:33].[CH2:1]([O:8][C:9](=[O:32])[C@@H:10]([NH:28][C:29](=[O:31])[CH3:30])[CH2:11][NH:12][C:13]([C@@H:15]1[CH2:20][CH2:19][CH2:18][NH:17][CH2:16]1)=[O:14])[C:2]1[CH:3]=[CH:4][CH:5]=[CH:6][CH:7]=1. The catalyst class is: 13. (4) The catalyst class is: 1. Reactant: [O:1]1[CH2:6][CH2:5][N:4]([C:7]2[C:8]3[N:9]([CH:13]=[C:14]([C:16](OCC)=[O:17])[N:15]=3)[N:10]=[CH:11][CH:12]=2)[CH2:3][CH2:2]1.[H-].[Al+3].[Li+].[H-].[H-].[H-].[NH4+].[Cl-].O. Product: [O:1]1[CH2:2][CH2:3][N:4]([C:7]2[C:8]3[N:9]([CH:13]=[C:14]([CH2:16][OH:17])[N:15]=3)[N:10]=[CH:11][CH:12]=2)[CH2:5][CH2:6]1.